Dataset: Peptide-MHC class II binding affinity with 134,281 pairs from IEDB. Task: Regression. Given a peptide amino acid sequence and an MHC pseudo amino acid sequence, predict their binding affinity value. This is MHC class II binding data. (1) The peptide sequence is INFFLIAFAVYFLVV. The MHC is DRB1_0701 with pseudo-sequence DRB1_0701. The binding affinity (normalized) is 0.0247. (2) The peptide sequence is KNKVVKVLRPAPGGK. The MHC is DRB1_0404 with pseudo-sequence DRB1_0404. The binding affinity (normalized) is 0.683. (3) The peptide sequence is IQDLELSWNLNGLQAY. The MHC is DRB1_0802 with pseudo-sequence DRB1_0802. The binding affinity (normalized) is 0.387. (4) The peptide sequence is ARNVRFLPTAAAAQG. The MHC is DRB1_0701 with pseudo-sequence DRB1_0701. The binding affinity (normalized) is 0.354. (5) The peptide sequence is RGYFKMRTGKSSIMRS. The MHC is HLA-DPA10201-DPB10501 with pseudo-sequence HLA-DPA10201-DPB10501. The binding affinity (normalized) is 0.381.